This data is from Forward reaction prediction with 1.9M reactions from USPTO patents (1976-2016). The task is: Predict the product of the given reaction. (1) Given the reactants [NH2:1][C@@H:2]([C:5]([OH:7])=[O:6])[CH2:3][OH:4].[CH3:8][O:9][C:10]1[CH:17]=[CH:16][C:13]([CH:14]=O)=[CH:12][CH:11]=1, predict the reaction product. The product is: [CH3:8][O:9][C:10]1[CH:17]=[CH:16][C:13]([CH2:14][NH:1][C@@H:2]([C:5]([OH:7])=[O:6])[CH2:3][OH:4])=[CH:12][CH:11]=1. (2) Given the reactants S([O:8][S:9]([C:12]([F:15])([F:14])[F:13])(=[O:11])=[O:10])(C(F)(F)F)(=O)=O.[CH2:16]([O:54][CH:55]1[C@H:59]2[C@H:60]([O:80][Si:81]([C:84]([CH3:87])([CH3:86])[CH3:85])([CH3:83])[CH3:82])[N:61]([C:72]([O:74][CH2:75][C:76]([Cl:79])([Cl:78])[Cl:77])=[O:73])[C:62]3[CH:69]=[CH:68][C:67]([O:70][CH3:71])=[CH:66][C:63]=3[C:64](=[O:65])[N:58]2[CH2:57][C:56]1=O)[CH2:17][CH2:18][O:19][CH:20]1[C@H:24]2[C@H:25]([O:45][Si:46]([C:49]([CH3:52])([CH3:51])[CH3:50])([CH3:48])[CH3:47])[N:26]([C:37]([O:39][CH2:40][C:41]([Cl:44])([Cl:43])[Cl:42])=[O:38])[C:27]3[CH:34]=[CH:33][C:32]([O:35][CH3:36])=[CH:31][C:28]=3[C:29](=[O:30])[N:23]2[CH2:22][C:21]1=[O:53].N1C=CC=CC=1.CC1(C)N([O])C(C)(C)CC(N)(C(O)=O)C1.CCCCCC, predict the reaction product. The product is: [CH2:16]([O:54][CH:55]1[C@H:59]2[C@H:60]([O:80][Si:81]([C:84]([CH3:87])([CH3:86])[CH3:85])([CH3:83])[CH3:82])[N:61]([C:72]([O:74][CH2:75][C:76]([Cl:79])([Cl:78])[Cl:77])=[O:73])[C:62]3[CH:69]=[CH:68][C:67]([O:70][CH3:71])=[CH:66][C:63]=3[C:64](=[O:65])[N:58]2[CH:57]=[C:56]1[O:8][S:9]([C:12]([F:13])([F:14])[F:15])(=[O:10])=[O:11])[CH2:17][CH2:18][O:19][CH:20]1[C@H:24]2[C@H:25]([O:45][Si:46]([C:49]([CH3:52])([CH3:51])[CH3:50])([CH3:48])[CH3:47])[N:26]([C:37]([O:39][CH2:40][C:41]([Cl:44])([Cl:43])[Cl:42])=[O:38])[C:27]3[CH:34]=[CH:33][C:32]([O:35][CH3:36])=[CH:31][C:28]=3[C:29](=[O:30])[N:23]2[CH:22]=[C:21]1[O:53][S:9]([C:12]([F:15])([F:14])[F:13])(=[O:10])=[O:8]. (3) Given the reactants [Cl:1][C:2]1[CH:3]=[C:4]([CH:21]=[C:22]([Cl:25])[C:23]=1[OH:24])[C:5]([N:7]1[C:12]2[CH:13]=[C:14]([C:17]([O:19]C)=[O:18])[CH:15]=[CH:16][C:11]=2[O:10][CH2:9][CH2:8]1)=[O:6].[OH-].[Na+], predict the reaction product. The product is: [Cl:1][C:2]1[CH:3]=[C:4]([CH:21]=[C:22]([Cl:25])[C:23]=1[OH:24])[C:5]([N:7]1[C:12]2[CH:13]=[C:14]([C:17]([OH:19])=[O:18])[CH:15]=[CH:16][C:11]=2[O:10][CH2:9][CH2:8]1)=[O:6]. (4) Given the reactants [C:1]([C:5]1[CH:23]=[CH:22][C:8]([C:9]([NH:11][C:12]2[N:13]=[C:14]3[CH:19]=[CH:18][C:17](I)=[CH:16][N:15]3[CH:21]=2)=[O:10])=[CH:7][CH:6]=1)([CH3:4])([CH3:3])[CH3:2].C([Mg]Cl)(C)C.CN(C)[CH:31]=[O:32].[Cl-].[NH4+], predict the reaction product. The product is: [C:1]([C:5]1[CH:23]=[CH:22][C:8]([C:9]([NH:11][C:12]2[N:13]=[C:14]3[CH:19]=[CH:18][C:17]([CH:31]=[O:32])=[CH:16][N:15]3[CH:21]=2)=[O:10])=[CH:7][CH:6]=1)([CH3:4])([CH3:3])[CH3:2]. (5) Given the reactants [F:1][C:2]([F:17])([F:16])[C:3]([F:15])([C:11]([F:14])([F:13])[F:12])[CH2:4][CH:5]([I:10])[C:6]([F:9])([F:8])[F:7].C(O)C=C.N(C(C)(C)C#N)=NC(C)(C)C#N, predict the reaction product. The product is: [F:1][C:2]([F:16])([F:17])[C:3]([F:15])([C:11]([F:12])([F:13])[F:14])[CH2:4][CH:5]([I:10])[C:6]([F:9])([F:8])[F:7].[F:7][C:6]([F:8])([F:9])[CH:5]=[CH:4][C:3]([F:15])([C:2]([F:1])([F:16])[F:17])[C:11]([F:14])([F:13])[F:12]. (6) Given the reactants [Br:1][C:2]1[CH:7]=[CH:6][CH:5]=[CH:4][C:3]=1I.[CH3:9][O:10][C:11](=[O:36])[C:12]1[CH:17]=[CH:16][CH:15]=[C:14]([CH2:18][N:19]([C:30]2[CH:35]=[CH:34][CH:33]=[CH:32][CH:31]=2)[C:20](=[O:29])[C:21]#[C:22][C:23]2[CH:28]=[CH:27][CH:26]=[CH:25][CH:24]=2)[CH:13]=1, predict the reaction product. The product is: [CH3:9][O:10][C:11](=[O:36])[C:12]1[CH:17]=[CH:16][CH:15]=[C:14]([CH2:18][N:19]2[C:30]3[C:35](=[CH:34][CH:33]=[CH:32][CH:31]=3)/[C:21](=[C:22](\[C:3]3[CH:4]=[CH:5][CH:6]=[CH:7][C:2]=3[Br:1])/[C:23]3[CH:24]=[CH:25][CH:26]=[CH:27][CH:28]=3)/[C:20]2=[O:29])[CH:13]=1. (7) Given the reactants [CH3:1][O:2][C:3]1[CH:8]=[CH:7][CH:6]=[CH:5][C:4]=1[CH2:9][CH2:10][NH:11][CH2:12][CH2:13][CH2:14][CH2:15][CH2:16][CH2:17][CH3:18].[CH3:19][O:20][C:21]([C:23]1[CH:40]=[CH:39][CH:38]=[CH:37][C:24]=1[CH2:25][O:26][C:27]1[CH:32]=[CH:31][C:30]([CH2:33][C:34](O)=[O:35])=[CH:29][CH:28]=1)=[O:22].F[B-](F)(F)F.N1(OC(N(C)C)=[N+](C)C)C2C=CC=CC=2N=N1.C(N(C(C)C)C(C)C)C, predict the reaction product. The product is: [CH2:12]([N:11]([CH2:10][CH2:9][C:4]1[CH:5]=[CH:6][CH:7]=[CH:8][C:3]=1[O:2][CH3:1])[C:34](=[O:35])[CH2:33][C:30]1[CH:31]=[CH:32][C:27]([O:26][CH2:25][C:24]2[CH:37]=[CH:38][CH:39]=[CH:40][C:23]=2[C:21]([O:20][CH3:19])=[O:22])=[CH:28][CH:29]=1)[CH2:13][CH2:14][CH2:15][CH2:16][CH2:17][CH3:18]. (8) Given the reactants C([O:3][C:4](=[O:16])[C:5]([C:7]1[C:15]2[C:10](=[CH:11][CH:12]=[CH:13][CH:14]=2)[NH:9][CH:8]=1)=[O:6])C.[OH-].[Na+], predict the reaction product. The product is: [NH:9]1[C:10]2[C:15](=[CH:14][CH:13]=[CH:12][CH:11]=2)[C:7]([C:5](=[O:6])[C:4]([OH:16])=[O:3])=[CH:8]1. (9) Given the reactants [CH2:1]([O:3][C:4]([C:6]1[C:11](=[O:12])[NH:10][C:9]2[S:13][CH:14]=[CH:15][C:8]=2[C:7]=1O)=[O:5])[CH3:2].[O-]CC.[Na+].C(OC(C1C(Cl)=C2C=CSC2=NC=1[Cl:32])=O)C, predict the reaction product. The product is: [CH2:1]([O:3][C:4]([C:6]1[C:11](=[O:12])[NH:10][C:9]2[S:13][CH:14]=[CH:15][C:8]=2[C:7]=1[Cl:32])=[O:5])[CH3:2]. (10) Given the reactants [N+](C1C=CC(C([O:10][C@@H:11]2[CH2:16][C@H:15]([CH2:17][O:18][CH2:19][C:20]3[CH:25]=[CH:24][CH:23]=[CH:22][CH:21]=3)[C@@H:14]([O:26][CH2:27][C:28]3[CH:33]=[CH:32][CH:31]=[CH:30][CH:29]=3)[C@H:13]([O:34][CH2:35][C:36]3[CH:41]=[CH:40][CH:39]=[CH:38][CH:37]=3)[C@H:12]2[NH:42]C(OC(C)(C)C)=O)=O)=CC=1)([O-])=O.C([O-])([O-])=O.[K+].[K+], predict the reaction product. The product is: [NH2:42][C@@H:12]1[C@@H:13]([O:34][CH2:35][C:36]2[CH:37]=[CH:38][CH:39]=[CH:40][CH:41]=2)[C@H:14]([O:26][CH2:27][C:28]2[CH:29]=[CH:30][CH:31]=[CH:32][CH:33]=2)[C@@H:15]([CH2:17][O:18][CH2:19][C:20]2[CH:25]=[CH:24][CH:23]=[CH:22][CH:21]=2)[CH2:16][C@H:11]1[OH:10].